Dataset: Full USPTO retrosynthesis dataset with 1.9M reactions from patents (1976-2016). Task: Predict the reactants needed to synthesize the given product. (1) Given the product [Cl:20][C:21]1[CH:29]=[C:28]([Cl:30])[CH:27]=[CH:26][C:22]=1[C:23]([N:8]([C:5]1[CH:6]=[CH:7][C:2]([Cl:1])=[C:3]([O:18][CH3:19])[CH:4]=1)[C:9]1[S:10][C:11]([CH3:17])=[C:12]([C:14]([OH:16])=[O:15])[N:13]=1)=[O:24], predict the reactants needed to synthesize it. The reactants are: [Cl:1][C:2]1[CH:7]=[CH:6][C:5]([NH:8][C:9]2[S:10][C:11]([CH3:17])=[C:12]([C:14]([OH:16])=[O:15])[N:13]=2)=[CH:4][C:3]=1[O:18][CH3:19].[Cl:20][C:21]1[CH:29]=[C:28]([Cl:30])[CH:27]=[CH:26][C:22]=1[C:23](Cl)=[O:24].C(=O)([O-])[O-].[K+].[K+]. (2) Given the product [F:36][C:37]([F:42])([F:41])[C:38]([OH:40])=[O:39].[C:26]1([S:32]([N:1]2[C:9]3[C:4](=[C:5]([O:10][CH2:11][C@@H:12]4[CH2:16][CH2:15][CH2:14][NH:13]4)[CH:6]=[CH:7][CH:8]=3)[CH:3]=[N:2]2)(=[O:34])=[O:33])[CH:31]=[CH:30][CH:29]=[CH:28][CH:27]=1, predict the reactants needed to synthesize it. The reactants are: [NH:1]1[C:9]2[C:4](=[C:5]([O:10][CH2:11][C@@H:12]3[CH2:16][CH2:15][CH2:14][N:13]3C(OC(C)(C)C)=O)[CH:6]=[CH:7][CH:8]=2)[CH:3]=[N:2]1.[H-].[Na+].[C:26]1([S:32](Cl)(=[O:34])=[O:33])[CH:31]=[CH:30][CH:29]=[CH:28][CH:27]=1.[F:36][C:37]([F:42])([F:41])[C:38]([OH:40])=[O:39]. (3) Given the product [Cl:10][C:11]1[CH:18]=[CH:17][C:14]([CH:15]([C:3]2[CH:4]=[CH:5][C:6]([F:8])=[CH:7][C:2]=2[F:1])[OH:16])=[C:13]([F:19])[CH:12]=1, predict the reactants needed to synthesize it. The reactants are: [F:1][C:2]1[CH:7]=[C:6]([F:8])[CH:5]=[CH:4][C:3]=1Br.[Cl:10][C:11]1[CH:18]=[CH:17][C:14]([CH:15]=[O:16])=[C:13]([F:19])[CH:12]=1.ClC1C=CC(C(C2C=CC(OC)=CC=2)O)=CC=1. (4) Given the product [C:16]([O:15][C:13]([N:12]([C:20]1[S:21][CH2:22][C@@H:23]2[CH2:28][CH2:27][CH2:26][C@:24]2([C:29]2[CH:34]=[C:33]([Cl:35])[CH:32]=[C:31]([NH2:36])[CH:30]=2)[N:25]=1)[C:10]([O:9][C:5]([CH3:8])([CH3:7])[CH3:6])=[O:11])=[O:14])([CH3:17])([CH3:18])[CH3:19], predict the reactants needed to synthesize it. The reactants are: C([O-])=O.[NH4+].[C:5]([O:9][C:10]([N:12]([C:20]1[S:21][CH2:22][C@@H:23]2[CH2:28][CH2:27][CH2:26][C@:24]2([C:29]2[CH:34]=[C:33]([Cl:35])[CH:32]=[C:31]([N:36]=[N+]=[N-])[CH:30]=2)[N:25]=1)[C:13]([O:15][C:16]([CH3:19])([CH3:18])[CH3:17])=[O:14])=[O:11])([CH3:8])([CH3:7])[CH3:6]. (5) The reactants are: Br[C:2]1[CH:3]=[N:4][C:5]([N:8]([CH2:28][C:29]2[CH:30]=[C:31]([CH:34]=[C:35]([C:37]([F:40])([F:39])[F:38])[CH:36]=2)[C:32]#[N:33])[CH2:9][C:10]2[CH:15]=[C:14]([C:16]([F:19])([F:18])[F:17])[CH:13]=[CH:12][C:11]=2[N:20]([CH2:24][CH:25]2[CH2:27][CH2:26]2)[CH2:21][CH2:22][CH3:23])=[N:6][CH:7]=1.CS(C)=[O:43]. Given the product [CH:25]1([CH2:24][N:20]([CH2:21][CH2:22][CH3:23])[C:11]2[CH:12]=[CH:13][C:14]([C:16]([F:19])([F:18])[F:17])=[CH:15][C:10]=2[CH2:9][N:8]([CH2:28][C:29]2[CH:30]=[C:31]([CH:34]=[C:35]([C:37]([F:40])([F:39])[F:38])[CH:36]=2)[C:32]#[N:33])[C:5]2[N:4]=[CH:3][C:2]([OH:43])=[CH:7][N:6]=2)[CH2:27][CH2:26]1, predict the reactants needed to synthesize it. (6) Given the product [OH:17][C:14]1[CH:15]=[CH:16][C:11]([NH:10][C:8]([C:4]2[CH:3]=[C:2]([NH:26][CH:21]3[CH2:22][CH2:23][CH2:24][CH2:25][CH:20]3[CH3:19])[N:7]=[CH:6][N:5]=2)=[O:9])=[C:12]([CH3:18])[CH:13]=1, predict the reactants needed to synthesize it. The reactants are: Cl[C:2]1[N:7]=[CH:6][N:5]=[C:4]([C:8]([NH:10][C:11]2[CH:16]=[CH:15][C:14]([OH:17])=[CH:13][C:12]=2[CH3:18])=[O:9])[CH:3]=1.[CH3:19][CH:20]1[CH2:25][CH2:24][CH2:23][CH2:22][CH:21]1[NH2:26]. (7) Given the product [Cl:1][C:2]1[CH:20]=[CH:19][C:5]2[N:6]([CH3:18])[C:7](=[O:17])[CH2:8][N:9]3[C:29](=[O:30])[C@@H:28]([O:21][C:22]4[CH:27]=[CH:26][CH:25]=[CH:24][CH:23]=4)[C@:10]3([C:11]3[CH:16]=[CH:15][CH:14]=[CH:13][CH:12]=3)[C:4]=2[CH:3]=1, predict the reactants needed to synthesize it. The reactants are: [Cl:1][C:2]1[CH:20]=[CH:19][C:5]2[N:6]([CH3:18])[C:7](=[O:17])[CH2:8][N:9]=[C:10]([C:11]3[CH:16]=[CH:15][CH:14]=[CH:13][CH:12]=3)[C:4]=2[CH:3]=1.[O:21]([CH2:28][C:29](O)=[O:30])[C:22]1[CH:27]=[CH:26][CH:25]=[CH:24][CH:23]=1.